This data is from Full USPTO retrosynthesis dataset with 1.9M reactions from patents (1976-2016). The task is: Predict the reactants needed to synthesize the given product. (1) Given the product [CH3:1][C:2]1[C:9]([CH3:10])=[CH:8][C:7]([CH3:11])=[C:6]([CH2:12][CH2:13][CH3:14])[C:3]=1[CH:4]=[O:5], predict the reactants needed to synthesize it. The reactants are: [CH3:1][C:2]1[C:9]([CH3:10])=[CH:8][C:7]([CH3:11])=[C:6](/[CH:12]=[CH:13]/[CH3:14])[C:3]=1[CH:4]=[O:5].[H][H]. (2) The reactants are: [Cl:1][C:2]([Cl:17])([Cl:16])[CH2:3][O:4][C:5]([O:7][CH2:8][C:9]1[S:10][CH:11]=[C:12]([CH:14]=O)[N:13]=1)=[O:6].C1(P(C2C=CC=CC=2)(C2C=CC=CC=2)=[C:25]([CH3:28])[CH:26]=[O:27])C=CC=CC=1. Given the product [CH3:28][C:25](=[CH:14][C:12]1[N:13]=[C:9]([CH2:8][O:7][C:5]([O:4][CH2:3][C:2]([Cl:17])([Cl:16])[Cl:1])=[O:6])[S:10][CH:11]=1)[CH:26]=[O:27], predict the reactants needed to synthesize it. (3) The reactants are: COC(=O)CC1C=CC(CBr)=CC=1.[CH3:14][O:15][C:16](=[O:47])[CH2:17][C:18]1[CH:23]=[CH:22][C:21]([CH2:24][N:25]2[CH:29]=[C:28]([C:30]3[CH:35]=[CH:34][C:33]([Cl:36])=[CH:32][C:31]=3[Cl:37])[N:27]=[C:26]2/[CH:38]=[CH:39]/[C:40]2[CH:45]=[CH:44][C:43](Br)=[CH:42][CH:41]=2)=[CH:20][CH:19]=1.[F:48][C:49]([F:60])([F:59])[C:50]1[CH:51]=[C:52](B(O)O)[CH:53]=[CH:54][CH:55]=1. Given the product [CH3:14][O:15][C:16](=[O:47])[CH2:17][C:18]1[CH:23]=[CH:22][C:21]([CH2:24][N:25]2[CH:29]=[C:28]([C:30]3[CH:35]=[CH:34][C:33]([Cl:36])=[CH:32][C:31]=3[Cl:37])[N:27]=[C:26]2/[CH:38]=[CH:39]/[C:40]2[CH:45]=[CH:44][C:43]([C:54]3[CH:53]=[CH:52][CH:51]=[C:50]([C:49]([F:60])([F:59])[F:48])[CH:55]=3)=[CH:42][CH:41]=2)=[CH:20][CH:19]=1, predict the reactants needed to synthesize it. (4) Given the product [F:15][C:10]1[CH:11]=[CH:12][CH:13]=[CH:14][C:9]=1[C:4]1[NH:3][CH:2]=[C:6]([C:7]#[N:8])[CH:5]=1, predict the reactants needed to synthesize it. The reactants are: Cl[C:2]1[NH:3][C:4]([C:9]2[CH:14]=[CH:13][CH:12]=[CH:11][C:10]=2[F:15])=[CH:5][C:6]=1[C:7]#[N:8].C(N(C(C)C)CC)(C)C. (5) Given the product [CH2:52]([O:54][C:55]([C:57]12[CH2:74][CH:73]1[CH:72]=[CH:71][CH2:70][CH2:69][CH2:68][CH2:67][N:66]([CH3:75])[C:65](=[O:76])[CH:64]1[CH:60]([CH2:61][CH:62]([O:22][C:20]3[C:19]4[C:14](=[C:15]([CH3:25])[C:16]([O:23][CH3:24])=[CH:17][CH:18]=4)[N:13]=[C:12]([C:10]4[N:11]=[C:7]([CH:1]5[CH2:2][CH2:3][CH2:4][CH2:5][CH2:6]5)[S:8][CH:9]=4)[CH:21]=3)[CH2:63]1)[C:59](=[O:98])[NH:58]2)=[O:56])[CH3:53], predict the reactants needed to synthesize it. The reactants are: [CH:1]1([C:7]2[S:8][CH:9]=[C:10]([C:12]3[CH:21]=[C:20]([OH:22])[C:19]4[C:14](=[C:15]([CH3:25])[C:16]([O:23][CH3:24])=[CH:17][CH:18]=4)[N:13]=3)[N:11]=2)[CH2:6][CH2:5][CH2:4][CH2:3][CH2:2]1.C(OC(C1CC(O)CC1C(=O)NC1(C(OCC)=O)CC1C=C)=O)(C)(C)C.[CH2:52]([O:54][C:55]([C:57]12[CH2:74][CH:73]1[CH:72]=[CH:71][CH2:70][CH2:69][CH2:68][CH2:67][N:66]([CH3:75])[C:65](=[O:76])[CH:64]1[CH:60]([CH2:61][CH:62](OC3C4C(=C(C)C(OC)=CC=4)N=C(C4C=CC=C(C)N=4)C=3)[CH2:63]1)[C:59](=[O:98])[NH:58]2)=[O:56])[CH3:53].